From a dataset of Full USPTO retrosynthesis dataset with 1.9M reactions from patents (1976-2016). Predict the reactants needed to synthesize the given product. Given the product [Si:1]([O:18][CH2:19][CH2:20][C@H:21]([O:23][C:24]1[CH:29]=[CH:28][C:27]([F:30])=[CH:26][C:25]=1[C:31]1[CH:36]=[CH:35][C:34]([C:37]([N:59]2[CH2:60][CH2:61][CH:56]([N:44]3[C:43](=[O:85])[C:42]([CH3:86])([CH3:41])[O:47][C:46]4[N:48]=[CH:49][C:50]([Cl:120])=[CH:51][C:45]3=4)[CH2:57][CH2:58]2)=[O:38])=[C:33]([F:40])[CH:32]=1)[CH3:22])([C:14]([CH3:15])([CH3:16])[CH3:17])([C:8]1[CH:13]=[CH:12][CH:11]=[CH:10][CH:9]=1)[C:2]1[CH:3]=[CH:4][CH:5]=[CH:6][CH:7]=1, predict the reactants needed to synthesize it. The reactants are: [Si:1]([O:18][CH2:19][CH2:20][C@H:21]([O:23][C:24]1[CH:29]=[CH:28][C:27]([F:30])=[CH:26][C:25]=1[C:31]1[CH:36]=[CH:35][C:34]([C:37](O)=[O:38])=[C:33]([F:40])[CH:32]=1)[CH3:22])([C:14]([CH3:17])([CH3:16])[CH3:15])([C:8]1[CH:13]=[CH:12][CH:11]=[CH:10][CH:9]=1)[C:2]1[CH:7]=[CH:6][CH:5]=[CH:4][CH:3]=1.[CH3:41][C:42]1([CH3:86])[O:47][C:46]2[N:48]=[CH:49][C:50](C(F)(F)F)=[CH:51][C:45]=2[N:44]([CH:56]2[CH2:61][CH2:60][N:59](C(C3C=CC(C4C=CC=CC=4OCC(C)(C)C(O)=O)=CC=3F)=O)[CH2:58][CH2:57]2)[C:43]1=[O:85].C(N(C(C)C)CC)(C)C.F[P-](F)(F)(F)(F)F.N1(OC(N(C)C)=[N+](C)C)C2C=CC=CC=2N=N1.[Cl:120]CCl.